Dataset: Peptide-MHC class II binding affinity with 134,281 pairs from IEDB. Task: Regression. Given a peptide amino acid sequence and an MHC pseudo amino acid sequence, predict their binding affinity value. This is MHC class II binding data. (1) The peptide sequence is HGRQIRMAKLFGRDPE. The MHC is DRB1_0301 with pseudo-sequence DRB1_0301. The binding affinity (normalized) is 0.382. (2) The peptide sequence is TSLFQHMLDLRAGKS. The MHC is DRB1_0301 with pseudo-sequence DRB1_0301. The binding affinity (normalized) is 0.287.